From a dataset of Experimentally validated miRNA-target interactions with 360,000+ pairs, plus equal number of negative samples. Binary Classification. Given a miRNA mature sequence and a target amino acid sequence, predict their likelihood of interaction. (1) The miRNA is mmu-miR-365-3p with sequence UAAUGCCCCUAAAAAUCCUUAU. The protein sequence of the target gene is MFQPAPKRCFTIESLVAKDSPLPASRSEDPIRPAALSYANSSPINPFLNGFHSAAAAAAAGRGVYSNPDLVFAEAVSHPPNPAVPVHPVPPPHALAAHPLPSSHSPHPLFASQQRDPSTFYPWLIHRYRYLGHRFQGNDTSPESFLLHNALARKPKRIRTAFSPSQLLRLEHAFEKNHYVVGAERKQLAHSLSLTETQVKVWFQNRRTKFKRQKLEEEGSDSQQKKKGTHHINRWRIATKQASPEEIDVTSDD. Result: 0 (no interaction). (2) The miRNA is hsa-miR-4710 with sequence GGGUGAGGGCAGGUGGUU. The protein sequence of the target gene is MMGSVLPAEALVLKTGLKAPGLALAEVITSDILHSFLYGRWRNVLGEQLFEDKSHHASPKTAFTAEVLAQSFSGEVQKLSSLVLPAEVIIAQSSIPGEGLGIFSKTWIKAGTEMGPFTGRVIAPEHVDICKNNNLMWEVFNEDGTVRYFIDASQEDHRSWMTYIKCARNEQEQNLEVVQIGTSIFYKAIEMIPPDQELLVWYGNSHNTFLGIPGVPGLEEDQKKNKHEDFHPADSAAGPAGRMRCVICHRGFNSRSNLRSHMRIHTLDKPFVCRFCNRRFSQSSTLRNHVRLHTGERPYK.... Result: 1 (interaction).